The task is: Predict the product of the given reaction.. This data is from Forward reaction prediction with 1.9M reactions from USPTO patents (1976-2016). Given the reactants [Cl:1][C:2]1[C:7]([NH:8][S:9]([CH3:12])(=[O:11])=[O:10])=[CH:6][C:5]([NH:13][C:14]2[C:19]([C:20]3[N:28]=[C:27]([CH3:29])[N:26]=[C:25]4[C:21]=3[N:22]=[CH:23][N:24]4C3CCCCO3)=[CH:18][C:17]([CH:36]([N:38]3[CH2:43][CH2:42][O:41][CH2:40][CH2:39]3)[CH3:37])=[CH:16][N:15]=2)=[CH:4][N:3]=1.Cl.C(O)(=O)CC(CC(O)=O)(C(O)=O)O.[OH-].[Na+], predict the reaction product. The product is: [Cl:1][C:2]1[C:7]([NH:8][S:9]([CH3:12])(=[O:11])=[O:10])=[CH:6][C:5]([NH:13][C:14]2[C:19]([C:20]3[N:28]=[C:27]([CH3:29])[N:26]=[C:25]4[C:21]=3[N:22]=[CH:23][NH:24]4)=[CH:18][C:17]([CH:36]([N:38]3[CH2:39][CH2:40][O:41][CH2:42][CH2:43]3)[CH3:37])=[CH:16][N:15]=2)=[CH:4][N:3]=1.